Predict the reactants needed to synthesize the given product. From a dataset of Full USPTO retrosynthesis dataset with 1.9M reactions from patents (1976-2016). (1) The reactants are: [H-].[Na+].[Cl:3][C:4]1[CH:5]=[C:6]([OH:13])[CH:7]=[CH:8][C:9]=1[N+:10]([O-:12])=[O:11].Cl[C:15]1[CH:20]=[CH:19][N:18]=[C:17]([S:21][CH3:22])[N:16]=1. Given the product [Cl:3][C:4]1[CH:5]=[C:6]([CH:7]=[CH:8][C:9]=1[N+:10]([O-:12])=[O:11])[O:13][C:15]1[CH:20]=[CH:19][N:18]=[C:17]([S:21][CH3:22])[N:16]=1, predict the reactants needed to synthesize it. (2) Given the product [CH3:15][N:14]1[C:10]([CH:8]2[O:9][CH:5]([CH2:4][NH:1][C:52](=[O:53])[O:51][C:47]([CH3:50])([CH3:49])[CH3:48])[CH2:6][CH2:7]2)=[C:11]([N+:16]([O-:18])=[O:17])[CH:12]=[N:13]1, predict the reactants needed to synthesize it. The reactants are: [N:1]([CH2:4][CH:5]1[O:9][CH:8]([C:10]2[N:14]([CH3:15])[N:13]=[CH:12][C:11]=2[N+:16]([O-:18])=[O:17])[CH2:7][CH2:6]1)=[N+]=[N-].C1(P(C2C=CC=CC=2)C2C=CC=CC=2)C=CC=CC=1.CCN(C(C)C)C(C)C.[C:47]([O:51][C:52](O[C:52]([O:51][C:47]([CH3:50])([CH3:49])[CH3:48])=[O:53])=[O:53])([CH3:50])([CH3:49])[CH3:48]. (3) Given the product [CH3:20][O:19][C:16]1[N:17]=[CH:18][C:13]([C:9]2[O:10][C:11]([CH3:12])=[C:7]([CH:2]([NH:21][C:22]3[CH:23]=[CH:24][C:25]([C:28]([OH:30])=[O:29])=[N:26][CH:27]=3)[CH2:3][CH:4]([CH3:6])[CH3:5])[CH:8]=2)=[CH:14][CH:15]=1, predict the reactants needed to synthesize it. The reactants are: Cl[CH:2]([C:7]1[CH:8]=[C:9]([C:13]2[CH:14]=[CH:15][C:16]([O:19][CH3:20])=[N:17][CH:18]=2)[O:10][C:11]=1[CH3:12])[CH2:3][CH:4]([CH3:6])[CH3:5].[NH2:21][C:22]1[CH:23]=[CH:24][C:25]([C:28]([O:30]C)=[O:29])=[N:26][CH:27]=1.C(=O)([O-])[O-].[Na+].[Na+].[I-].[Na+].